This data is from Reaction yield outcomes from USPTO patents with 853,638 reactions. The task is: Predict the reaction yield, written as a fraction of the theoretical maximum amount of product (1.0 means a 100% yield; for example, 0.34 means a 34% yield). The reactants are [Cl:1][C:2]1[CH:3]=[C:4]2[C:8](=[CH:9][CH:10]=1)[N:7]([CH2:11][CH2:12][CH2:13][S:14]([CH3:17])(=[O:16])=[O:15])[C:6]([C:18](OCC)=[O:19])=[CH:5]2.[H-].[Al+3].[Li+].[H-].[H-].[H-]. The catalyst is C1COCC1. The product is [Cl:1][C:2]1[CH:3]=[C:4]2[C:8](=[CH:9][CH:10]=1)[N:7]([CH2:11][CH2:12][CH2:13][S:14]([CH3:17])(=[O:16])=[O:15])[C:6]([CH2:18][OH:19])=[CH:5]2. The yield is 0.880.